This data is from NCI-60 drug combinations with 297,098 pairs across 59 cell lines. The task is: Regression. Given two drug SMILES strings and cell line genomic features, predict the synergy score measuring deviation from expected non-interaction effect. (1) Drug 1: CC1=C(C(CCC1)(C)C)C=CC(=CC=CC(=CC(=O)O)C)C. Drug 2: CC12CCC3C(C1CCC2OP(=O)(O)O)CCC4=C3C=CC(=C4)OC(=O)N(CCCl)CCCl.[Na+]. Cell line: HS 578T. Synergy scores: CSS=15.2, Synergy_ZIP=-1.12, Synergy_Bliss=1.05, Synergy_Loewe=-1.43, Synergy_HSA=1.97. (2) Drug 1: CCCS(=O)(=O)NC1=C(C(=C(C=C1)F)C(=O)C2=CNC3=C2C=C(C=N3)C4=CC=C(C=C4)Cl)F. Drug 2: N.N.Cl[Pt+2]Cl. Cell line: OVCAR-5. Synergy scores: CSS=-5.02, Synergy_ZIP=3.28, Synergy_Bliss=0.0179, Synergy_Loewe=-6.84, Synergy_HSA=-6.15. (3) Drug 2: CC=C1C(=O)NC(C(=O)OC2CC(=O)NC(C(=O)NC(CSSCCC=C2)C(=O)N1)C(C)C)C(C)C. Drug 1: CC1=CC2C(CCC3(C2CCC3(C(=O)C)OC(=O)C)C)C4(C1=CC(=O)CC4)C. Synergy scores: CSS=46.7, Synergy_ZIP=6.04, Synergy_Bliss=6.51, Synergy_Loewe=-74.8, Synergy_HSA=6.85. Cell line: OVCAR-4. (4) Cell line: MCF7. Drug 1: C1=CC(=CC=C1CCC2=CNC3=C2C(=O)NC(=N3)N)C(=O)NC(CCC(=O)O)C(=O)O. Drug 2: CCN(CC)CCCC(C)NC1=C2C=C(C=CC2=NC3=C1C=CC(=C3)Cl)OC. Synergy scores: CSS=37.9, Synergy_ZIP=-2.90, Synergy_Bliss=-2.20, Synergy_Loewe=0.708, Synergy_HSA=3.00.